From a dataset of Full USPTO retrosynthesis dataset with 1.9M reactions from patents (1976-2016). Predict the reactants needed to synthesize the given product. (1) Given the product [CH2:7]([O:25][C:23]([CH:20]1[CH2:21][CH2:22][CH:17]([CH2:16][OH:15])[CH2:18][CH2:19]1)=[O:24])[C:8]1[CH:13]=[CH:12][CH:11]=[CH:10][CH:9]=1, predict the reactants needed to synthesize it. The reactants are: C(=O)([O-])[O-].[K+].[K+].[CH2:7](Br)[C:8]1[CH:13]=[CH:12][CH:11]=[CH:10][CH:9]=1.[OH:15][CH2:16][CH:17]1[CH2:22][CH2:21][CH:20]([C:23]([OH:25])=[O:24])[CH2:19][CH2:18]1.O. (2) Given the product [CH2:10]([O:9][C:1](=[O:8])[CH:2]([C:21]([CH:22]1[CH2:24][CH2:23]1)=[O:20])[C:3]([O:5][CH2:6][CH3:7])=[O:4])[CH3:11], predict the reactants needed to synthesize it. The reactants are: [C:1]([O:9][CH2:10][CH3:11])(=[O:8])[CH2:2][C:3]([O:5][CH2:6][CH3:7])=[O:4].[Mg].C(Cl)(Cl)(Cl)Cl.CC[O:20][CH2:21][CH3:22].[CH3:23][CH2:24]O.